From a dataset of NCI-60 drug combinations with 297,098 pairs across 59 cell lines. Regression. Given two drug SMILES strings and cell line genomic features, predict the synergy score measuring deviation from expected non-interaction effect. (1) Drug 1: CC1C(C(CC(O1)OC2CC(CC3=C2C(=C4C(=C3O)C(=O)C5=C(C4=O)C(=CC=C5)OC)O)(C(=O)C)O)N)O.Cl. Drug 2: CN(CC1=CN=C2C(=N1)C(=NC(=N2)N)N)C3=CC=C(C=C3)C(=O)NC(CCC(=O)O)C(=O)O. Cell line: OVCAR-5. Synergy scores: CSS=12.4, Synergy_ZIP=0.474, Synergy_Bliss=4.85, Synergy_Loewe=0.0337, Synergy_HSA=2.56. (2) Drug 1: C1CC(=O)NC(=O)C1N2CC3=C(C2=O)C=CC=C3N. Drug 2: CC1C(C(CC(O1)OC2CC(CC3=C2C(=C4C(=C3O)C(=O)C5=CC=CC=C5C4=O)O)(C(=O)C)O)N)O. Cell line: LOX IMVI. Synergy scores: CSS=38.6, Synergy_ZIP=-1.74, Synergy_Bliss=-3.23, Synergy_Loewe=-20.6, Synergy_HSA=-1.28. (3) Drug 1: CN(C)N=NC1=C(NC=N1)C(=O)N. Drug 2: CC12CCC3C(C1CCC2O)C(CC4=C3C=CC(=C4)O)CCCCCCCCCS(=O)CCCC(C(F)(F)F)(F)F. Cell line: RPMI-8226. Synergy scores: CSS=10.3, Synergy_ZIP=0.481, Synergy_Bliss=8.46, Synergy_Loewe=3.99, Synergy_HSA=4.52.